This data is from Full USPTO retrosynthesis dataset with 1.9M reactions from patents (1976-2016). The task is: Predict the reactants needed to synthesize the given product. (1) Given the product [CH2:9]1[CH2:8][N:7]([C:11]([O:13][C:14]([CH3:17])([CH3:16])[CH3:15])=[O:12])[CH:6]2[CH2:5][O:4][C:3]3[CH:18]=[CH:19][CH:20]=[CH:21][C:2]=3[CH:10]12, predict the reactants needed to synthesize it. The reactants are: Br[C:2]1[CH:21]=[CH:20][CH:19]=[CH:18][C:3]=1[O:4][CH2:5][CH:6]1[CH:10]=[CH:9][CH2:8][N:7]1[C:11]([O:13][C:14]([CH3:17])([CH3:16])[CH3:15])=[O:12].C([SnH](CCCC)CCCC)CCC.C1CCN2C(=NCCC2)CC1. (2) The reactants are: [Cl:1][C:2]1[CH:3]=[C:4]([CH:15]=[CH:16][CH:17]=1)[CH2:5][NH:6][C:7]1[CH:8]=[C:9]([CH2:13][OH:14])[N:10]([CH3:12])[N:11]=1. Given the product [Cl:1][C:2]1[CH:3]=[C:4]([CH:15]=[CH:16][CH:17]=1)[CH2:5][NH:6][C:7]1[CH:8]=[C:9]([CH:13]=[O:14])[N:10]([CH3:12])[N:11]=1, predict the reactants needed to synthesize it. (3) Given the product [N:32]1([CH2:29][C:17]2[C:16]3[C:21](=[CH:22][CH:23]=[C:14]([C:8]4[CH:7]=[C:6]([CH:11]=[C:10]([F:12])[C:9]=4[CH3:13])[C:5]([NH:4][CH:1]4[CH2:2][CH2:3]4)=[O:31])[CH:15]=3)[C:20](=[O:24])[N:19]([CH2:25][CH:26]3[CH2:28][CH2:27]3)[CH:18]=2)[CH2:38][CH2:37][CH2:36][NH:35][CH2:34][CH2:33]1, predict the reactants needed to synthesize it. The reactants are: [CH:1]1([NH:4][C:5](=[O:31])[C:6]2[CH:11]=[C:10]([F:12])[C:9]([CH3:13])=[C:8]([C:14]3[CH:15]=[C:16]4[C:21](=[CH:22][CH:23]=3)[C:20](=[O:24])[N:19]([CH2:25][CH:26]3[CH2:28][CH2:27]3)[CH:18]=[C:17]4[CH:29]=O)[CH:7]=2)[CH2:3][CH2:2]1.[NH:32]1[CH2:38][CH2:37][CH2:36][NH:35][CH2:34][CH2:33]1. (4) The reactants are: [CH3:1][O:2][C:3]([C:5]1[C:6]2[CH:7]=[CH:8][N:9]([CH:16]([CH3:18])[CH3:17])[C:10]=2[CH:11]=[C:12]([O:14]C)[CH:13]=1)=[O:4].[Cl-].[Al+3].[Cl-].[Cl-]. Given the product [CH3:1][O:2][C:3]([C:5]1[C:6]2[CH:7]=[CH:8][N:9]([CH:16]([CH3:18])[CH3:17])[C:10]=2[CH:11]=[C:12]([OH:14])[CH:13]=1)=[O:4], predict the reactants needed to synthesize it. (5) Given the product [C:1]([O:5][C:6](=[O:7])[NH:8][C:9]1[CH:10]=[CH:11][C:12]([S:15][C:16]2[CH:24]=[CH:23][C:19]([C:20](=[O:22])[N:40]([CH3:39])[C@H:41]([C:42]3[CH:47]=[CH:46][CH:45]=[CH:44][CH:43]=3)[CH3:48])=[CH:18][C:17]=2[NH:25][C:26]2[C:27]3[CH:35]=[CH:34][C:33]([CH:36]([CH3:37])[CH3:38])=[N:32][C:28]=3[N:29]=[CH:30][N:31]=2)=[CH:13][CH:14]=1)([CH3:3])([CH3:2])[CH3:4], predict the reactants needed to synthesize it. The reactants are: [C:1]([O:5][C:6]([NH:8][C:9]1[CH:14]=[CH:13][C:12]([S:15][C:16]2[CH:24]=[CH:23][C:19]([C:20]([OH:22])=O)=[CH:18][C:17]=2[NH:25][C:26]2[C:27]3[CH:35]=[CH:34][C:33]([CH:36]([CH3:38])[CH3:37])=[N:32][C:28]=3[N:29]=[CH:30][N:31]=2)=[CH:11][CH:10]=1)=[O:7])([CH3:4])([CH3:3])[CH3:2].[CH3:39][NH:40][C@@H:41]([CH3:48])[C:42]1[CH:47]=[CH:46][CH:45]=[CH:44][CH:43]=1. (6) Given the product [Cl-:15].[Cl-:15].[CH2:1]([N:3]1[CH:7]=[CH:6][CH:5]([Zr+2:19][CH:5]2[CH:6]=[CH:7][N:3]([CH2:1][CH3:2])[B:4]2[C:8]2[CH:13]=[CH:12][CH:11]=[CH:10][CH:9]=2)[B:4]1[C:8]1[CH:13]=[CH:12][CH:11]=[CH:10][CH:9]=1)[CH3:2], predict the reactants needed to synthesize it. The reactants are: [CH2:1]([N:3]1[CH:7]=[CH:6][CH-:5][B:4]1[C:8]1[CH:13]=[CH:12][CH:11]=[CH:10][CH:9]=1)[CH3:2].[Li+].[Cl-:15].[Cl-].[Cl-].[Cl-].[Zr+4:19]. (7) Given the product [NH:19]1[CH2:18][CH2:17][N:16]=[C:15]1[C:12]1[CH:11]=[CH:10][C:9]([C:3]2[CH:4]=[CH:5][CH:6]=[C:7]([NH:8][N:20]=[C:36]3[C:35]([CH3:39])=[N:34][N:33]([C:29]4[CH:28]=[C:27]5[C:32](=[CH:31][CH:30]=4)[CH2:24][CH2:25][CH2:26]5)[C:37]3=[O:38])[C:2]=2[OH:1])=[CH:14][CH:13]=1, predict the reactants needed to synthesize it. The reactants are: [OH:1][C:2]1[C:7]([NH2:8])=[CH:6][CH:5]=[CH:4][C:3]=1[C:9]1[CH:14]=[CH:13][C:12]([C:15]2[NH:16][CH2:17][CH2:18][N:19]=2)=[CH:11][CH:10]=1.[N:20]([O-])=O.[Na+].[CH2:24]1[C:32]2[C:27](=[CH:28][C:29]([N:33]3[C:37](=[O:38])[CH2:36][C:35]([CH3:39])=[N:34]3)=[CH:30][CH:31]=2)[CH2:26][CH2:25]1.C(=O)(O)[O-].[Na+]. (8) Given the product [CH2:30]([O:29][NH:28][C:26]([CH:16]1[C:15]2[C:10](=[CH:11][CH:12]=[CH:13][CH:14]=2)[C:9](=[O:37])[N:8]([CH:3]2[CH2:4][CH2:5][CH2:6][CH2:7][CH:2]2[NH:1][C:50](=[NH:52])[CH3:51])[CH:17]1[C:18]1[CH:23]=[CH:22][C:21]([Cl:24])=[CH:20][C:19]=1[Cl:25])=[O:27])[C:31]1[CH:32]=[CH:33][CH:34]=[CH:35][CH:36]=1, predict the reactants needed to synthesize it. The reactants are: [NH2:1][CH:2]1[CH2:7][CH2:6][CH2:5][CH2:4][CH:3]1[N:8]1[CH:17]([C:18]2[CH:23]=[CH:22][C:21]([Cl:24])=[CH:20][C:19]=2[Cl:25])[CH:16]([C:26]([NH:28][O:29][CH2:30][C:31]2[CH:36]=[CH:35][CH:34]=[CH:33][CH:32]=2)=[O:27])[C:15]2[C:10](=[CH:11][CH:12]=[CH:13][CH:14]=2)[C:9]1=[O:37].CN(C=O)C.C(=O)([O-])[O-].[Na+].[Na+].Cl.[C:50](SC)(=[NH:52])[CH3:51].